This data is from Catalyst prediction with 721,799 reactions and 888 catalyst types from USPTO. The task is: Predict which catalyst facilitates the given reaction. (1) Reactant: [CH2:1]([O:8][C:9]([NH:11][C@@H:12]([C:16]([SH:19])([CH3:18])[CH3:17])[C:13]([OH:15])=O)=[O:10])[C:2]1[CH:7]=[CH:6][CH:5]=[CH:4][CH:3]=1.C1C=CC2N(O)N=NC=2C=1.C(Cl)CCl.[CH2:34]([O:36][CH:37]([O:42][CH2:43][CH3:44])[CH2:38][CH2:39][CH2:40][NH2:41])[CH3:35]. Product: [CH2:43]([O:42][CH:37]([O:36][CH2:34][CH3:35])[CH2:38][CH2:39][CH2:40][NH:41][C:13](=[O:15])[C@@H:12]([NH:11][C:9](=[O:10])[O:8][CH2:1][C:2]1[CH:3]=[CH:4][CH:5]=[CH:6][CH:7]=1)[C:16]([SH:19])([CH3:18])[CH3:17])[CH3:44]. The catalyst class is: 2. (2) Reactant: [F:1][C:2]1[CH:7]=[C:6]([O:8][CH3:9])[CH:5]=[CH:4][C:3]=1[C:10]1[CH:15]=[CH:14][N:13]([C:16]2[CH:21]=[CH:20][C:19]3[C:22]4[CH2:23][N:24](C(OC(C)(C)C)=O)[CH2:25][CH2:26][C:27]=4[O:28][C:18]=3[CH:17]=2)[C:12](=[O:36])[CH:11]=1.Cl. Product: [F:1][C:2]1[CH:7]=[C:6]([O:8][CH3:9])[CH:5]=[CH:4][C:3]=1[C:10]1[CH:15]=[CH:14][N:13]([C:16]2[CH:21]=[CH:20][C:19]3[C:22]4[CH2:23][NH:24][CH2:25][CH2:26][C:27]=4[O:28][C:18]=3[CH:17]=2)[C:12](=[O:36])[CH:11]=1. The catalyst class is: 275. (3) Reactant: [N+:1]([C:4]1[CH:5]=[C:6]([C:10]2[C:18]3[C:13](=[CH:14][CH:15]=[C:16]([NH:19][S:20]([C:23]4[CH:28]=[CH:27][CH:26]=[CH:25][C:24]=4[S:29]([CH3:32])(=[O:31])=[O:30])(=[O:22])=[O:21])[CH:17]=3)[NH:12][N:11]=2)[CH:7]=[CH:8][CH:9]=1)([O-])=O.C(O)C.Cl. Product: [NH2:1][C:4]1[CH:5]=[C:6]([C:10]2[C:18]3[C:13](=[CH:14][CH:15]=[C:16]([NH:19][S:20]([C:23]4[CH:28]=[CH:27][CH:26]=[CH:25][C:24]=4[S:29]([CH3:32])(=[O:31])=[O:30])(=[O:22])=[O:21])[CH:17]=3)[NH:12][N:11]=2)[CH:7]=[CH:8][CH:9]=1. The catalyst class is: 150.